Dataset: Forward reaction prediction with 1.9M reactions from USPTO patents (1976-2016). Task: Predict the product of the given reaction. (1) Given the reactants OCCCN1C=C(C2C=CC(N[C:22]3[C:27]([C:28]([F:31])([F:30])[F:29])=[CH:26][N:25]=[C:24]([NH:32][C:33]4[CH:47]=[CH:46][C:36]([CH2:37][P:38](=[O:45])([O:42][CH2:43][CH3:44])[O:39][CH2:40][CH3:41])=[CH:35][C:34]=4[O:48][CH3:49])[N:23]=3)=C3C=2CN(C)C3=O)C=N1.C(OP1(=O)CC2C=CC(=CC=2)NC2=NC(=C(C(F)(F)F)C=N2)NC2C=CC(=NC=2C(NC)=O)C2=CN(N=C2)CCCCO1)C.[NH2:94][C:95]1[C:96]([C:112]([NH:114][CH3:115])=[O:113])=[N:97][C:98]([C:101]2[C:102]([C:110]#[N:111])=[N:103][N:104]([CH2:106][CH2:107][CH2:108][OH:109])[CH:105]=2)=[CH:99][CH:100]=1, predict the reaction product. The product is: [C:110]([C:102]1[C:101]([C:98]2[N:97]=[C:96]([C:112](=[O:113])[NH:114][CH3:115])[C:95]([NH:94][C:26]3[C:27]([C:28]([F:29])([F:30])[F:31])=[CH:22][N:23]=[C:24]([NH:32][C:33]4[CH:47]=[CH:46][C:36]([CH2:37][P:38](=[O:45])([O:42][CH2:43][CH3:44])[O:39][CH2:40][CH3:41])=[CH:35][C:34]=4[O:48][CH3:49])[N:25]=3)=[CH:100][CH:99]=2)=[CH:105][N:104]([CH2:106][CH2:107][CH2:108][OH:109])[N:103]=1)#[N:111]. (2) Given the reactants [CH3:1][C:2]1[N:3]([C:7]2[CH:12]=[CH:11][C:10]([NH:13][C:14]3[N:15]=[C:16]([NH:31][CH2:32][C@@H:33]4[CH2:37][CH2:36][CH2:35][O:34]4)[C:17]4[CH2:23][N:22](C(OC(C)(C)C)=O)[CH2:21][CH2:20][C:18]=4[N:19]=3)=[CH:9][CH:8]=2)[CH:4]=[CH:5][N:6]=1.Cl, predict the reaction product. The product is: [CH3:1][C:2]1[N:3]([C:7]2[CH:8]=[CH:9][C:10]([NH:13][C:14]3[N:15]=[C:16]([NH:31][CH2:32][C@@H:33]4[CH2:37][CH2:36][CH2:35][O:34]4)[C:17]4[CH2:23][NH:22][CH2:21][CH2:20][C:18]=4[N:19]=3)=[CH:11][CH:12]=2)[CH:4]=[CH:5][N:6]=1. (3) Given the reactants [N+:1]([C:4]1[CH:9]=[CH:8][C:7]([CH:10]([CH2:15][C:16]([OH:18])=O)[CH2:11][C:12](O)=[O:13])=[CH:6][CH:5]=1)([O-:3])=[O:2].[NH2:19]C(N)=O, predict the reaction product. The product is: [N+:1]([C:4]1[CH:9]=[CH:8][C:7]([CH:10]2[CH2:15][C:16](=[O:18])[NH:19][C:12](=[O:13])[CH2:11]2)=[CH:6][CH:5]=1)([O-:3])=[O:2]. (4) Given the reactants [H-].[Na+].[OH:3][C:4]1([CH2:10][CH2:11][O:12][C@H:13]2[C@H:18]([C:19]3[CH:24]=[CH:23][C:22]([O:25][CH3:26])=[CH:21][CH:20]=3)[C@@H:17]([O:27][CH2:28][C:29]3[CH:30]=[CH:31][C:32]4[O:37][CH2:36][CH2:35][N:34]([CH2:38][CH2:39][CH2:40][O:41][CH3:42])[C:33]=4[CH:43]=3)[CH2:16][N:15]([C:44]([O:46][CH2:47][C:48]3[CH:53]=[CH:52][CH:51]=[CH:50][CH:49]=3)=[O:45])[CH2:14]2)[CH2:9][CH2:8][O:7][CH2:6][CH2:5]1.[CH3:54]I, predict the reaction product. The product is: [CH3:26][O:25][C:22]1[CH:23]=[CH:24][C:19]([C@H:18]2[C@H:13]([O:12][CH2:11][CH2:10][C:4]3([O:3][CH3:54])[CH2:5][CH2:6][O:7][CH2:8][CH2:9]3)[CH2:14][N:15]([C:44]([O:46][CH2:47][C:48]3[CH:49]=[CH:50][CH:51]=[CH:52][CH:53]=3)=[O:45])[CH2:16][C@@H:17]2[O:27][CH2:28][C:29]2[CH:30]=[CH:31][C:32]3[O:37][CH2:36][CH2:35][N:34]([CH2:38][CH2:39][CH2:40][O:41][CH3:42])[C:33]=3[CH:43]=2)=[CH:20][CH:21]=1. (5) Given the reactants C([O:3][C:4](=[O:18])[CH2:5][CH:6]1[C:15](=[O:16])[N:14]([CH3:17])[C:13]2[C:8](=[CH:9][CH:10]=[CH:11][CH:12]=2)[NH:7]1)C.O.[OH-].[Li+:21], predict the reaction product. The product is: [CH3:17][N:14]1[C:13]2[C:8](=[CH:9][CH:10]=[CH:11][CH:12]=2)[NH:7][CH:6]([CH2:5][C:4]([O-:18])=[O:3])[C:15]1=[O:16].[Li+:21]. (6) Given the reactants [F:1][C:2]1[CH:3]=[C:4]([CH:32]=[CH:33][CH:34]=1)[CH2:5][N:6]1[C:14]2[C:9](=[CH:10][C:11]([NH:15][C:16]3[C:25]4[C:20](=[CH:21][CH:22]=[CH:23][C:24]=4[O:26][C@H:27]([CH3:31])[C:28](O)=[O:29])[N:19]=[CH:18][N:17]=3)=[CH:12][CH:13]=2)[CH:8]=[N:7]1.[NH:35]1[CH2:40][CH2:39][O:38][CH2:37][CH2:36]1, predict the reaction product. The product is: [F:1][C:2]1[CH:3]=[C:4]([CH:32]=[CH:33][CH:34]=1)[CH2:5][N:6]1[C:14]2[C:9](=[CH:10][C:11]([NH:15][C:16]3[C:25]4[C:20](=[CH:21][CH:22]=[CH:23][C:24]=4[O:26][C@H:27]([CH3:31])[C:28]([N:35]4[CH2:40][CH2:39][O:38][CH2:37][CH2:36]4)=[O:29])[N:19]=[CH:18][N:17]=3)=[CH:12][CH:13]=2)[CH:8]=[N:7]1. (7) Given the reactants Br[C:2]1[CH:3]=[C:4]([C:15]([F:18])([F:17])[F:16])[C:5]2[N:6]([CH:8]=[C:9]([C:11]([O:13][CH3:14])=[O:12])[N:10]=2)[CH:7]=1.[CH:19]1(B(O)O)[CH2:21][CH2:20]1.P([O-])([O-])([O-])=O.[K+].[K+].[K+], predict the reaction product. The product is: [CH:19]1([C:2]2[CH:3]=[C:4]([C:15]([F:18])([F:17])[F:16])[C:5]3[N:6]([CH:8]=[C:9]([C:11]([O:13][CH3:14])=[O:12])[N:10]=3)[CH:7]=2)[CH2:21][CH2:20]1. (8) Given the reactants C(O)(=O)C.O=[C:6]1[CH2:11][CH2:10][N:9]([C:12]([O:14][C:15]([CH3:18])([CH3:17])[CH3:16])=[O:13])[CH2:8][CH2:7]1.[NH:19]1[CH2:23][CH2:22][C@H:21]([OH:24])[CH2:20]1.C(O[BH-](OC(=O)C)OC(=O)C)(=O)C.[Na+], predict the reaction product. The product is: [OH:24][C@H:21]1[CH2:22][CH2:23][N:19]([CH:6]2[CH2:11][CH2:10][N:9]([C:12]([O:14][C:15]([CH3:18])([CH3:17])[CH3:16])=[O:13])[CH2:8][CH2:7]2)[CH2:20]1. (9) Given the reactants [CH2:1]([CH:3]([CH2:7][CH3:8])[C:4](Cl)=[O:5])[CH3:2].[CH:9]1([CH2:12][CH2:13][NH:14][C:15]([C:17]2[N:18]=[N:19][C:20]([N:23]3[CH2:28][CH2:27][NH:26][CH2:25][CH2:24]3)=[CH:21][CH:22]=2)=[O:16])[CH2:11][CH2:10]1, predict the reaction product. The product is: [CH:9]1([CH2:12][CH2:13][NH:14][C:15]([C:17]2[N:18]=[N:19][C:20]([N:23]3[CH2:28][CH2:27][N:26]([C:4](=[O:5])[CH:3]([CH2:7][CH3:8])[CH2:1][CH3:2])[CH2:25][CH2:24]3)=[CH:21][CH:22]=2)=[O:16])[CH2:11][CH2:10]1.